From a dataset of TCR-epitope binding with 47,182 pairs between 192 epitopes and 23,139 TCRs. Binary Classification. Given a T-cell receptor sequence (or CDR3 region) and an epitope sequence, predict whether binding occurs between them. (1) The epitope is TLDSKTQSL. The TCR CDR3 sequence is CASSLNPSFDRVNTEAFF. Result: 1 (the TCR binds to the epitope). (2) The epitope is LPRRSGAAGA. The TCR CDR3 sequence is CASSSGDTYYEQYF. Result: 1 (the TCR binds to the epitope). (3) The epitope is LSDDAVVCFNSTY. The TCR CDR3 sequence is CASTPTGVEQYF. Result: 0 (the TCR does not bind to the epitope). (4) The epitope is LLWNGPMAV. The TCR CDR3 sequence is CASSFYICSARASYEQYF. Result: 1 (the TCR binds to the epitope). (5) The epitope is PROT_97E67BCC. The TCR CDR3 sequence is CATRRLAGASYNEQFF. Result: 1 (the TCR binds to the epitope).